From a dataset of Catalyst prediction with 721,799 reactions and 888 catalyst types from USPTO. Predict which catalyst facilitates the given reaction. (1) Reactant: [N+:1]([C:4]1[CH:8]=[N:7][NH:6][C:5]=1[NH2:9])([O-:3])=[O:2].[CH2:10]([N:14]([C:26]1[CH:31]=[CH:30][CH:29]=[C:28]([C:32](=O)[CH:33]=[CH:34]N(C)C)[CH:27]=1)[S:15]([C:18]1[CH:23]=[CH:22][C:21]([O:24][CH3:25])=[CH:20][CH:19]=1)(=[O:17])=[O:16])[CH2:11][CH2:12][CH3:13].C(OCC)(=O)C. Product: [CH2:10]([N:14]([C:26]1[CH:31]=[CH:30][CH:29]=[C:28]([C:32]2[N:6]3[N:7]=[CH:8][C:4]([N+:1]([O-:3])=[O:2])=[C:5]3[N:9]=[CH:34][CH:33]=2)[CH:27]=1)[S:15]([C:18]1[CH:23]=[CH:22][C:21]([O:24][CH3:25])=[CH:20][CH:19]=1)(=[O:16])=[O:17])[CH2:11][CH2:12][CH3:13]. The catalyst class is: 15. (2) Reactant: Br[CH2:2][C:3]1[CH:4]=[C:5]([CH:37]=[CH:38][CH:39]=1)[C:6]([NH:8][C:9]1[CH:14]=[CH:13][C:12]([N:15]2[CH2:20][CH2:19][CH2:18][CH2:17][CH2:16]2)=[CH:11][C:10]=1[C:21]([NH:23]/[N:24]=[CH:25]/[C:26]1[CH:31]=[CH:30][C:29]([Cl:32])=[C:28]([C:33]([F:36])([F:35])[F:34])[CH:27]=1)=[O:22])=[O:7].C(=O)([O-])[O-].[K+].[K+].[I-].[K+].[SH:48][CH2:49][CH2:50][C:51]([NH:53][CH2:54][C:55]([O:57][CH2:58][CH3:59])=[O:56])=[O:52]. Product: [Cl:32][C:29]1[CH:30]=[CH:31][C:26](/[CH:25]=[N:24]/[NH:23][C:21]([C:10]2[CH:11]=[C:12]([N:15]3[CH2:20][CH2:19][CH2:18][CH2:17][CH2:16]3)[CH:13]=[CH:14][C:9]=2[NH:8][C:6]([C:5]2[CH:4]=[C:3]([CH:39]=[CH:38][CH:37]=2)[CH2:2][S:48][CH2:49][CH2:50][C:51]([NH:53][CH2:54][C:55]([O:57][CH2:58][CH3:59])=[O:56])=[O:52])=[O:7])=[O:22])=[CH:27][C:28]=1[C:33]([F:34])([F:36])[F:35]. The catalyst class is: 21. (3) Reactant: [CH3:1][O:2][C:3]1[CH:4]=[C:5]([CH:8]=[CH:9][C:10]=1[O:11][CH3:12])[CH:6]=O.[CH3:13][O:14][CH:15]([O:18][CH3:19])[CH2:16][NH2:17]. Product: [CH3:1][O:2][C:3]1[CH:4]=[C:5]([CH:8]=[CH:9][C:10]=1[O:11][CH3:12])[CH:6]=[N:17][CH2:16][CH:15]([O:18][CH3:19])[O:14][CH3:13]. The catalyst class is: 48. (4) Reactant: C1C=CC(P(C2C=CC=CC=2)C2C=CC=CC=2)=CC=1.CCOC(/N=N/C(OCC)=O)=O.[CH2:32]([N:39]1[C:44]([CH3:45])=[CH:43][C:42]([OH:46])=[C:41]([Br:47])[C:40]1=[O:48])[C:33]1[CH:38]=[CH:37][CH:36]=[CH:35][CH:34]=1.[F:49][C:50]1[CH:57]=[C:56]([F:58])[CH:55]=[CH:54][C:51]=1[CH2:52]O. Product: [CH2:32]([N:39]1[C:44]([CH3:45])=[CH:43][C:42]([O:46][CH2:52][C:51]2[CH:54]=[CH:55][C:56]([F:58])=[CH:57][C:50]=2[F:49])=[C:41]([Br:47])[C:40]1=[O:48])[C:33]1[CH:34]=[CH:35][CH:36]=[CH:37][CH:38]=1. The catalyst class is: 3. (5) Reactant: [CH:1]12[O:7][C:6]1([C:8]1[N:13]=[CH:12][C:11]([C:14]3[CH:15]=[C:16]([C:29]4[CH:34]=[CH:33][CH:32]=[CH:31][N:30]=4)[C:17]4[S:21][C:20]([NH:22][C:23]([NH:25][CH2:26][CH3:27])=[O:24])=[N:19][C:18]=4[CH:28]=3)=[CH:10][N:9]=1)[CH2:5][CH2:4][O:3][CH2:2]2.S(=O)(=O)(O)[OH:36].C1(C)C=CC(S(O)(=O)=O)=CC=1. Product: [OH:7][CH:1]1[C:6]([C:8]2[N:13]=[CH:12][C:11]([C:14]3[CH:15]=[C:16]([C:29]4[CH:34]=[CH:33][CH:32]=[CH:31][N:30]=4)[C:17]4[S:21][C:20]([NH:22][C:23]([NH:25][CH2:26][CH3:27])=[O:24])=[N:19][C:18]=4[CH:28]=3)=[CH:10][N:9]=2)([OH:36])[CH2:5][CH2:4][O:3][CH2:2]1. The catalyst class is: 20. (6) Reactant: [NH2:1][C:2]1[CH:3]=[CH:4][C:5]([N+:11]([O-:13])=[O:12])=[C:6]([CH:10]=1)[C:7](O)=[O:8].B.O1CCCC1. Product: [NH2:1][C:2]1[CH:3]=[CH:4][C:5]([N+:11]([O-:13])=[O:12])=[C:6]([CH2:7][OH:8])[CH:10]=1. The catalyst class is: 7. (7) Reactant: [NH2:1][C:2]1[CH:7]=[CH:6][CH:5]=[CH:4][C:3]=1[NH:8][C:9](=O)[CH2:10][C:11]1[C:19]2[C:14](=[CH:15][C:16]([F:21])=[CH:17][C:18]=2[OH:20])[N:13]([CH2:22][CH3:23])[CH:12]=1. Product: [NH:8]1[C:3]2[CH:4]=[CH:5][CH:6]=[CH:7][C:2]=2[N:1]=[C:9]1[CH2:10][C:11]1[C:19]2[C:18]([OH:20])=[CH:17][C:16]([F:21])=[CH:15][C:14]=2[N:13]([CH2:22][CH3:23])[CH:12]=1. The catalyst class is: 15.